From a dataset of Catalyst prediction with 721,799 reactions and 888 catalyst types from USPTO. Predict which catalyst facilitates the given reaction. (1) Reactant: [NH2:1][C:2]1[CH:6]=[C:5]([CH3:7])[O:4][N:3]=1.C(N(CC)CC)C.[Cl:15][CH2:16][C:17](Cl)=[O:18]. Product: [Cl:15][CH2:16][C:17]([NH:1][C:2]1[CH:6]=[C:5]([CH3:7])[O:4][N:3]=1)=[O:18]. The catalyst class is: 4. (2) Reactant: [O:1]=[C:2]1[N:6]2[C:7]3[C:12]([CH2:13][CH:14]([NH:15]C(=O)OCC4C=CC=CC=4)[C:5]2=[N:4][NH:3]1)=[CH:11][C:10]([O:26][C:27]1[CH:32]=[CH:31][CH:30]=[C:29]([C:33]([F:36])([F:35])[F:34])[CH:28]=1)=[CH:9][CH:8]=3. Product: [NH2:15][CH:14]1[CH2:13][C:12]2[C:7](=[CH:8][CH:9]=[C:10]([O:26][C:27]3[CH:32]=[CH:31][CH:30]=[C:29]([C:33]([F:35])([F:36])[F:34])[CH:28]=3)[CH:11]=2)[N:6]2[C:2](=[O:1])[NH:3][N:4]=[C:5]12. The catalyst class is: 421. (3) Reactant: [CH3:1][C:2]1[CH:11]=[C:10]([CH2:12][O:13][CH:14]2[CH2:19][CH2:18][N:17]([S:20]([CH3:23])(=[O:22])=[O:21])[CH2:16][CH2:15]2)[C:9]2[C:4](=[CH:5][CH:6]=[CH:7][CH:8]=2)[N:3]=1.[Li+].C[Si]([N-][Si](C)(C)C)(C)C.Br[CH:35]([CH3:39])[C:36]([OH:38])=[O:37].[Cl-].[NH4+]. Product: [CH3:39][CH:35]([CH2:23][S:20]([N:17]1[CH2:16][CH2:15][CH:14]([O:13][CH2:12][C:10]2[C:9]3[C:4](=[CH:5][CH:6]=[CH:7][CH:8]=3)[N:3]=[C:2]([CH3:1])[CH:11]=2)[CH2:19][CH2:18]1)(=[O:22])=[O:21])[C:36]([OH:38])=[O:37]. The catalyst class is: 559. (4) Reactant: [CH3:1][N:2]1[C:6]([CH:7]=O)=[N:5][C:4]([N:9]2[CH2:13][CH2:12][CH2:11][CH2:10]2)=[N:3]1.[C:14](=O)([O-])[O-].[K+].[K+].[N+](=C(P(=O)(OC)OC)C(=O)C)=[N-]. Product: [C:7]([C:6]1[N:2]([CH3:1])[N:3]=[C:4]([N:9]2[CH2:13][CH2:12][CH2:11][CH2:10]2)[N:5]=1)#[CH:14]. The catalyst class is: 459.